From a dataset of Forward reaction prediction with 1.9M reactions from USPTO patents (1976-2016). Predict the product of the given reaction. (1) Given the reactants [CH2:1]1[CH:9]2[N:4]([CH2:5][CH:6]=[C:7]([C:10]3[C:18]4[C:13](=[CH:14][CH:15]=[N:16][CH:17]=4)[NH:12][CH:11]=3)[CH2:8]2)[CH2:3][CH2:2]1.[C:19]1([S:29](Cl)(=[O:31])=[O:30])[C:28]2[C:23](=[CH:24][CH:25]=[CH:26][CH:27]=2)[CH:22]=[CH:21][CH:20]=1.C[Si]([N-][Si](C)(C)C)(C)C.[Na+], predict the reaction product. The product is: [CH2:1]1[CH:9]2[N:4]([CH2:5][CH:6]=[C:7]([C:10]3[C:18]4[C:13](=[CH:14][CH:15]=[N:16][CH:17]=4)[N:12]([S:29]([C:19]4[C:28]5[C:23](=[CH:24][CH:25]=[CH:26][CH:27]=5)[CH:22]=[CH:21][CH:20]=4)(=[O:31])=[O:30])[CH:11]=3)[CH2:8]2)[CH2:3][CH2:2]1. (2) Given the reactants [F:1][C:2]1[CH:10]=[CH:9][C:5]([C:6]([OH:8])=O)=[C:4]([NH:11][C:12]2[CH:17]=[CH:16][C:15]([I:18])=[CH:14][C:13]=2[CH3:19])[CH:3]=1.C(N(C(C)C)CC)(C)C.[C:29]([Si:33]([CH3:41])([CH3:40])[O:34][CH2:35][CH2:36][CH2:37][O:38][NH2:39])([CH3:32])([CH3:31])[CH3:30].C1CN([P+](ON2N=NC3C=CC=CC2=3)(N2CCCC2)N2CCCC2)CC1.F[P-](F)(F)(F)(F)F, predict the reaction product. The product is: [C:29]([Si:33]([CH3:40])([CH3:41])[O:34][CH2:35][CH2:36][CH2:37][O:38][NH:39][C:6](=[O:8])[C:5]1[CH:9]=[CH:10][C:2]([F:1])=[CH:3][C:4]=1[NH:11][C:12]1[CH:17]=[CH:16][C:15]([I:18])=[CH:14][C:13]=1[CH3:19])([CH3:32])([CH3:31])[CH3:30]. (3) The product is: [CH2:16]([N:7]([CH2:6][CH2:5][OH:4])[C:8]1[CH:9]=[CH:10][C:11]([CH:14]=[C:19]2[CH2:20][CH2:21][CH2:22][C:23](=[CH:14][C:11]3[CH:12]=[CH:13][C:8]([N:7]([CH2:6][CH3:5])[CH2:16][CH2:17][OH:25])=[CH:9][CH:10]=3)[C:18]2=[O:24])=[CH:12][CH:13]=1)[CH3:17]. Given the reactants C([O:4][CH2:5][CH2:6][N:7]([CH2:16][CH3:17])[C:8]1[CH:13]=[CH:12][C:11]([CH:14]=O)=[CH:10][CH:9]=1)(=O)C.[C:18]1(=[O:24])[CH2:23][CH2:22][CH2:21][CH2:20][CH2:19]1.[OH-:25].[Na+], predict the reaction product. (4) Given the reactants [C:1]12([CH2:11][NH2:12])[CH2:10][CH:5]3[CH2:6][CH:7]([CH2:9][CH:3]([CH2:4]3)[CH2:2]1)[CH2:8]2.[Si:13]([O:20][CH2:21][CH:22]1[CH2:24][N:23]1[C:25]([O:27][C:28]([CH3:31])([CH3:30])[CH3:29])=[O:26])([C:16]([CH3:19])([CH3:18])[CH3:17])([CH3:15])[CH3:14], predict the reaction product. The product is: [Si:13]([O:20][CH2:21][C@@H:22]([NH:23][C:25](=[O:26])[O:27][C:28]([CH3:31])([CH3:30])[CH3:29])[CH2:24][NH:12][CH2:11][C:1]12[CH2:8][CH:7]3[CH2:6][CH:5]([CH2:4][CH:3]([CH2:9]3)[CH2:2]1)[CH2:10]2)([C:16]([CH3:19])([CH3:17])[CH3:18])([CH3:15])[CH3:14]. (5) Given the reactants [F:1][C:2]1[CH:3]=[CH:4][C:5]([O:27][CH3:28])=[C:6]([C:8]2[CH:13]=[CH:12][N:11]=[C:10]3[N:14]([S:18]([C:21]4[CH:26]=[CH:25][CH:24]=[CH:23][CH:22]=4)(=[O:20])=[O:19])[C:15](I)=[CH:16][C:9]=23)[CH:7]=1.[O:29]=[C:30]1[CH:35]=[C:34](B2OC(C)(C)C(C)(C)O2)[CH2:33][CH2:32][N:31]1[C:45]([O:47][C:48]([CH3:51])([CH3:50])[CH3:49])=[O:46].C(=O)(O)[O-].[Na+], predict the reaction product. The product is: [F:1][C:2]1[CH:3]=[CH:4][C:5]([O:27][CH3:28])=[C:6]([C:8]2[CH:13]=[CH:12][N:11]=[C:10]3[N:14]([S:18]([C:21]4[CH:26]=[CH:25][CH:24]=[CH:23][CH:22]=4)(=[O:20])=[O:19])[C:15]([C:34]4[CH2:33][CH2:32][N:31]([C:45]([O:47][C:48]([CH3:50])([CH3:49])[CH3:51])=[O:46])[C:30](=[O:29])[CH:35]=4)=[CH:16][C:9]=23)[CH:7]=1. (6) Given the reactants [O:1]1[C:6]2[CH:7]=[CH:8][C:9]([CH2:11][NH:12][C:13]3[CH:14]=[C:15]([CH:18]=[CH:19][C:20]=3[F:21])[C:16]#[N:17])=[CH:10][C:5]=2[O:4][CH2:3][CH2:2]1.[C:22](Cl)(=[O:25])[CH2:23][CH3:24], predict the reaction product. The product is: [C:16]([C:15]1[CH:18]=[CH:19][C:20]([F:21])=[C:13]([N:12]([CH2:11][C:9]2[CH:8]=[CH:7][C:6]3[O:1][CH2:2][CH2:3][O:4][C:5]=3[CH:10]=2)[C:22](=[O:25])[CH2:23][CH3:24])[CH:14]=1)#[N:17]. (7) Given the reactants [F:1][C:2]1[CH:34]=[CH:33][C:5]([CH2:6][NH:7][C:8]([C:10]2[C:15]([OH:16])=[C:14]([OH:17])[N:13]=[C:12]([C:18]3([CH3:32])[N:23]([CH3:24])[CH2:22][CH2:21][N:20](C(OC(C)(C)C)=O)[CH2:19]3)[N:11]=2)=[O:9])=[CH:4][CH:3]=1, predict the reaction product. The product is: [CH3:24][N:23]1[CH2:22][CH2:21][NH:20][CH2:19][C:18]1([C:12]1[N:11]=[C:10]([C:8]([NH:7][CH2:6][C:5]2[CH:33]=[CH:34][C:2]([F:1])=[CH:3][CH:4]=2)=[O:9])[C:15]([OH:16])=[C:14]([OH:17])[N:13]=1)[CH3:32]. (8) Given the reactants C(Cl)(=O)C.[CH3:5][O:6][CH2:7][C@@H:8]1[CH2:13][C:12]([C:14]([O:16][C:17](C)(C)C)=[O:15])=[CH:11][CH2:10][N:9]1[C:21]([O:23][CH2:24][CH:25]=[CH2:26])=[O:22], predict the reaction product. The product is: [CH3:5][O:6][CH2:7][C@@H:8]1[CH2:13][C:12]([C:14]([O:16][CH3:17])=[O:15])=[CH:11][CH2:10][N:9]1[C:21]([O:23][CH2:24][CH:25]=[CH2:26])=[O:22].